Task: Predict the product of the given reaction.. Dataset: Forward reaction prediction with 1.9M reactions from USPTO patents (1976-2016) (1) Given the reactants [NH2:1][C:2]1[CH:11]=[C:10]([N:12]2[CH2:17][CH2:16][N:15]([C:18]([NH:20][C@H:21]3[CH2:27][CH2:26][CH2:25][CH2:24][N:23]([CH2:28][C:29](O)=[O:30])[C:22]3=[O:32])=[O:19])[CH2:14][CH2:13]2)[C:9]2[C:4](=[CH:5][C:6]([Cl:33])=[CH:7][CH:8]=2)[N:3]=1.CN.[CH3:36][N:37](C(ON1N=NC2C=CC=NC1=2)=[N+](C)C)C.F[P-](F)(F)(F)(F)F.C(N(C(C)C)CC)(C)C, predict the reaction product. The product is: [NH2:1][C:2]1[CH:11]=[C:10]([N:12]2[CH2:13][CH2:14][N:15]([C:18]([NH:20][C@H:21]3[CH2:27][CH2:26][CH2:25][CH2:24][N:23]([CH2:28][C:29]([NH:37][CH3:36])=[O:30])[C:22]3=[O:32])=[O:19])[CH2:16][CH2:17]2)[C:9]2[C:4](=[CH:5][C:6]([Cl:33])=[CH:7][CH:8]=2)[N:3]=1. (2) Given the reactants [C:1]([C:3]1[N:4]=[CH:5][C:6]([NH:20][C@H:21]([CH2:25][C:26]2[CH:31]=[CH:30][CH:29]=[CH:28][CH:27]=2)[C:22]([NH2:24])=[O:23])=[N:7][C:8]=1[NH:9][C:10]1[CH:11]=[C:12]2[C:17](=[CH:18][CH:19]=1)[N:16]=[CH:15][CH:14]=[CH:13]2)#[N:2].[OH-].[Na+].OO.CC(O)=[O:38], predict the reaction product. The product is: [NH2:24][C:22](=[O:23])[C@H:21]([NH:20][C:6]1[N:7]=[C:8]([NH:9][C:10]2[CH:11]=[C:12]3[C:17](=[CH:18][CH:19]=2)[N:16]=[CH:15][CH:14]=[CH:13]3)[C:3]([C:1]([NH2:2])=[O:38])=[N:4][CH:5]=1)[CH2:25][C:26]1[CH:31]=[CH:30][CH:29]=[CH:28][CH:27]=1. (3) Given the reactants [ClH:1].Cl.[CH:3]([N:6]1[CH2:11][CH2:10][CH:9]([O:12][CH:13]2[CH2:18][CH2:17][NH:16][CH2:15][CH2:14]2)[CH2:8][CH2:7]1)([CH3:5])[CH3:4].Br[C:20]1[CH:21]=[CH:22][C:23]([C:26]([F:29])([F:28])[F:27])=[N:24][CH:25]=1, predict the reaction product. The product is: [ClH:1].[CH3:4][CH:3]([N:6]1[CH2:11][CH2:10][CH:9]([O:12][CH:13]2[CH2:18][CH2:17][N:16]([C:20]3[CH:21]=[CH:22][C:23]([C:26]([F:29])([F:28])[F:27])=[N:24][CH:25]=3)[CH2:15][CH2:14]2)[CH2:8][CH2:7]1)[CH3:5]. (4) The product is: [F:39][B-:38]([F:42])([F:41])[F:40].[F:1][CH2:2][S+:3]([C:14]1[CH:13]=[CH:12][C:21]2[C:16](=[CH:17][CH:18]=[CH:19][CH:20]=2)[CH:15]=1)[C:5]1[CH:10]=[CH:9][C:8]([CH3:11])=[CH:7][CH:6]=1. Given the reactants [F:1][CH2:2][S:3]([C:5]1[CH:10]=[CH:9][C:8]([CH3:11])=[CH:7][CH:6]=1)=O.[CH:12]1[C:21]2[C:16](=[CH:17][CH:18]=[CH:19][CH:20]=2)[CH:15]=[CH:14][CH:13]=1.FC(F)(F)S(OS(C(F)(F)F)(=O)=O)(=O)=O.[H+].[B-:38]([F:42])([F:41])([F:40])[F:39], predict the reaction product. (5) The product is: [N+:2]([C:5]1[N:6]([CH2:10][C:11]([C:13]2[CH:18]=[N:21][CH:16]=[CH:15][CH:14]=2)=[O:12])[CH:7]=[CH:8][N:9]=1)([O-:4])=[O:3]. Given the reactants [Na].[N+:2]([C:5]1[NH:6][CH:7]=[CH:8][N:9]=1)([O-:4])=[O:3].[CH2:10](Br)[C:11]([C:13]1[CH:18]=C[CH:16]=[CH:15][CH:14]=1)=[O:12].C[N:21](C)C=O, predict the reaction product. (6) Given the reactants S(=O)(=O)(O)O.[NH:6]([C:8]1[CH:9]=[C:10]([CH:14]=[CH:15][CH:16]=1)[C:11]([OH:13])=[O:12])[NH2:7].[CH3:17][C:18]([CH3:25])([CH3:24])[C:19](=O)[CH2:20][C:21]#[N:22].[CH3:26][CH2:27]O, predict the reaction product. The product is: [NH2:22][C:21]1[N:6]([C:8]2[CH:9]=[C:10]([CH:14]=[CH:15][CH:16]=2)[C:11]([O:13][CH2:26][CH3:27])=[O:12])[N:7]=[C:19]([C:18]([CH3:25])([CH3:24])[CH3:17])[CH:20]=1. (7) The product is: [Cl:15][C:12]1[CH:13]=[CH:14][C:9]([NH:8][C:6](=[O:7])[C:5]2[CH:22]=[CH:23][C:2]([N:28]3[CH2:29][CH2:30][NH:25][C:26](=[O:31])[CH2:27]3)=[N:3][C:4]=2[CH3:24])=[CH:10][C:11]=1[C:16]1[CH:21]=[CH:20][CH:19]=[CH:18][N:17]=1. Given the reactants Cl[C:2]1[CH:23]=[CH:22][C:5]([C:6]([NH:8][C:9]2[CH:14]=[CH:13][C:12]([Cl:15])=[C:11]([C:16]3[CH:21]=[CH:20][CH:19]=[CH:18][N:17]=3)[CH:10]=2)=[O:7])=[C:4]([CH3:24])[N:3]=1.[NH:25]1[CH2:30][CH2:29][NH:28][CH2:27][C:26]1=[O:31], predict the reaction product. (8) Given the reactants [CH3:1][S:2]([N:5]1[CH2:10][CH:9]=[C:8]([C:11]2[CH:12]=[C:13]3[CH2:19][CH:18]([CH:20]4[CH2:25][CH2:24][N:23]([C:26]#[N:27])[CH2:22][CH2:21]4)[O:17][C:14]3=[CH:15][N:16]=2)[CH2:7][CH2:6]1)(=[O:4])=[O:3].[OH:28][NH:29][C:30](=N)[CH2:31][CH2:32][CH3:33], predict the reaction product. The product is: [CH3:1][S:2]([N:5]1[CH2:6][CH:7]=[C:8]([C:11]2[CH:12]=[C:13]3[CH2:19][CH:18]([CH:20]4[CH2:25][CH2:24][N:23]([C:26]5[O:28][N:29]=[C:30]([CH2:31][CH2:32][CH3:33])[N:27]=5)[CH2:22][CH2:21]4)[O:17][C:14]3=[CH:15][N:16]=2)[CH2:9][CH2:10]1)(=[O:4])=[O:3]. (9) Given the reactants [Cl:1][C:2]1[CH:3]=[C:4]([CH:18]=[CH:19][CH:20]=1)[CH2:5][NH:6][C:7]([C:9]1[CH:17]=[C:16]2[C:12]([CH:13]=[N:14][NH:15]2)=[CH:11][CH:10]=1)=[O:8].Cl[CH2:22][CH2:23][N:24]1[C:28]([C:29]([NH2:31])=[O:30])=[N:27][CH:26]=[N:25]1.N1C2C(=CC=CC=2)C=N1, predict the reaction product. The product is: [NH2:31][C:29]([C:28]1[N:24]([CH2:23][CH2:22][N:14]2[CH:13]=[C:12]3[C:16]([CH:17]=[C:9]([C:7]([NH:6][CH2:5][C:4]4[CH:18]=[CH:19][CH:20]=[C:2]([Cl:1])[CH:3]=4)=[O:8])[CH:10]=[CH:11]3)=[N:15]2)[N:25]=[CH:26][N:27]=1)=[O:30]. (10) The product is: [OH:2][C:3]1[C:8]2[NH:9][C:10]([C:12]3[S:13][CH:14]=[CH:15][CH:16]=3)=[N:11][C:7]=2[C:6]([C:17]([NH:20][CH2:21][CH2:22][C:23]2[CH:24]=[CH:25][C:26]([S:29](=[O:31])(=[O:30])[NH2:32])=[CH:27][CH:28]=2)=[O:19])=[CH:5][CH:4]=1. Given the reactants C[O:2][C:3]1[C:8]2[NH:9][C:10]([C:12]3[S:13][CH:14]=[CH:15][CH:16]=3)=[N:11][C:7]=2[C:6]([C:17]([OH:19])=O)=[CH:5][CH:4]=1.[NH2:20][CH2:21][CH2:22][C:23]1[CH:28]=[CH:27][C:26]([S:29]([NH2:32])(=[O:31])=[O:30])=[CH:25][CH:24]=1, predict the reaction product.